From a dataset of Reaction yield outcomes from USPTO patents with 853,638 reactions. Predict the reaction yield, written as a fraction of the theoretical maximum amount of product (1.0 means a 100% yield; for example, 0.34 means a 34% yield). (1) The reactants are [CH:1]1([C:6](O)([CH3:12])[CH2:7][CH2:8][CH2:9][C:10]#[N:11])[CH2:5][CH2:4][CH2:3][CH2:2]1.S(=O)(=O)(O)O.C1(C(C)CCCC#N)CCCC=1. The catalyst is C(O)(=O)C.CC(OC)(C)C. The product is [C:1]1(=[C:6]([CH3:12])[CH2:7][CH2:8][CH2:9][C:10]#[N:11])[CH2:5][CH2:4][CH2:3][CH2:2]1. The yield is 0.130. (2) The reactants are [CH2:1]([C:3]1[N:8]([CH2:9][C:10](=[O:17])[C:11]2[CH:16]=[CH:15][CH:14]=[CH:13][CH:12]=2)[C:7](=[O:18])[C:6]2[C:19]([O:28][CH2:29][C:30]([F:35])([F:34])[CH:31]([F:33])[F:32])=[C:20]([C:23]([O:25][CH2:26][CH3:27])=[O:24])[N:21]([CH3:22])[C:5]=2[CH:4]=1)[CH3:2].FC(F)(F)S(OCC(F)(F)C(F)F)(=O)=O.C(=O)([O-])[O-].[Cs+].[Cs+]. The catalyst is CN(C=O)C. The product is [CH2:1]([C:3]1[N:8]([CH2:9][C:10](=[O:17])[C:11]2[CH:12]=[CH:13][CH:14]=[CH:15][CH:16]=2)[C:7](=[O:18])[C:6]2[C:19]([O:28][CH2:29][C:30]([F:34])([F:35])[CH:31]([F:32])[F:33])=[C:20]([C:23]([OH:25])=[O:24])[N:21]([CH3:22])[C:5]=2[CH:4]=1)[CH3:2].[CH2:1]([C:3]1[N:8]([CH2:9][C:10](=[O:17])[C:11]2[CH:12]=[CH:13][CH:14]=[CH:15][CH:16]=2)[C:7](=[O:18])[C:6]2[C:19]([O:28][CH2:29][C:30]([F:34])([F:35])[CH:31]([F:33])[F:32])=[C:20]([C:23]([O:25][CH2:26][CH3:27])=[O:24])[N:21]([CH3:22])[C:5]=2[CH:4]=1)[CH3:2]. The yield is 0.950. (3) The reactants are [Cl:1][C:2]1[CH:10]=[C:9]2[C:5]([C:6]([CH:11]=O)=[CH:7][NH:8]2)=[CH:4][C:3]=1[F:13].C([O-])(=O)C.[NH4+].[N+:19]([CH2:22][CH3:23])([O-:21])=[O:20]. No catalyst specified. The product is [Cl:1][C:2]1[CH:10]=[C:9]2[C:5]([C:6]([CH:11]=[C:22]([N+:19]([O-:21])=[O:20])[CH3:23])=[CH:7][NH:8]2)=[CH:4][C:3]=1[F:13]. The yield is 0.970. (4) The reactants are [N:1]1[CH:6]=[CH:5][CH:4]=[CH:3][C:2]=1[C:7]1[O:8][C:9]2[CH2:14][CH2:13][N:12]([C:15]3[CH:16]=[C:17]([CH:20]=[CH:21][CH:22]=3)[C:18]#[N:19])[CH2:11][C:10]=2[N:23]=1.BrC1C=CC([F:33])=C(C=1)C#N. No catalyst specified. The product is [F:33][C:20]1[CH:21]=[CH:22][C:15]([N:12]2[CH2:13][CH2:14][C:9]3[O:8][C:7]([C:2]4[CH:3]=[CH:4][CH:5]=[CH:6][N:1]=4)=[N:23][C:10]=3[CH2:11]2)=[CH:16][C:17]=1[C:18]#[N:19]. The yield is 0.0200. (5) The reactants are [CH3:1][P:2](=[O:19])([CH3:18])[C:3]1[CH:8]=[CH:7][C:6]([N+:9]([O-])=O)=[C:5]([S:12]([CH:15]([CH3:17])[CH3:16])(=[O:14])=[O:13])[CH:4]=1. The product is [CH3:18][P:2]([C:3]1[CH:8]=[CH:7][C:6]([NH2:9])=[C:5]([S:12]([CH:15]([CH3:17])[CH3:16])(=[O:14])=[O:13])[CH:4]=1)([CH3:1])=[O:19]. The catalyst is C(O)C.[Pd]. The yield is 0.500. (6) The reactants are [NH2:1][C:2]1[CH:7]=[CH:6][CH:5]=[CH:4][CH:3]=1.[H-].[Na+].[Cl:10][C:11]1[C:16]([CH:17]=[O:18])=[C:15](Cl)[N:14]=[C:13]([S:20][CH3:21])[N:12]=1.O. The catalyst is CS(C)=O.CCOC(C)=O. The product is [Cl:10][C:11]1[C:16]([CH:17]=[O:18])=[C:15]([NH:1][C:2]2[CH:7]=[CH:6][CH:5]=[CH:4][CH:3]=2)[N:14]=[C:13]([S:20][CH3:21])[N:12]=1. The yield is 0.760. (7) The reactants are CO[C:3]1[CH:11]=[CH:10][C:6]([C:7](N)=[O:8])=[CH:5][CH:4]=1.[NH2:12][C:13]1[CH:14]=[C:15]([CH:27]=[CH:28][C:29]=1[O:30][CH3:31])[C:16]([NH:18][C:19]1[CH:24]=[CH:23][C:22]([Cl:25])=[C:21]([Cl:26])[CH:20]=1)=[O:17]. No catalyst specified. The product is [CH:5]1([CH2:6][C:7]([NH:12][C:13]2[CH:14]=[C:15]([CH:27]=[CH:28][C:29]=2[O:30][CH3:31])[C:16]([NH:18][C:19]2[CH:24]=[CH:23][C:22]([Cl:25])=[C:21]([Cl:26])[CH:20]=2)=[O:17])=[O:8])[CH2:4][CH2:3][CH2:11][CH2:10]1. The yield is 0.572. (8) The reactants are [NH2:1][C:2]1[NH:7][C:6](=[O:8])[N:5]([CH2:9][C:10]2[CH:15]=[CH:14][CH:13]=[CH:12][C:11]=2[F:16])[C:4](=[O:17])[CH:3]=1.Cl.[N:19]([O-])=[O:20].[Na+].[OH-].[NH4+]. The catalyst is O. The product is [NH2:1][C:2]1[NH:7][C:6](=[O:8])[N:5]([CH2:9][C:10]2[CH:15]=[CH:14][CH:13]=[CH:12][C:11]=2[F:16])[C:4](=[O:17])[C:3]=1[N:19]=[O:20]. The yield is 0.920. (9) The reactants are [CH3:1][O:2][C:3]([C:5]1[S:9][C:8]2[CH:10]=[C:11](Br)[CH:12]=[CH:13][C:7]=2[C:6]=1[O:15][CH2:16][C:17]([O:19][CH2:20][CH3:21])=[O:18])=[O:4].[CH3:22][O:23][C:24]1[CH:29]=[CH:28][CH:27]=[CH:26][C:25]=1B(O)O.[F-].[K+]. The catalyst is C1C=CC(/C=C/C(/C=C/C2C=CC=CC=2)=O)=CC=1.C1C=CC(/C=C/C(/C=C/C2C=CC=CC=2)=O)=CC=1.C1C=CC(/C=C/C(/C=C/C2C=CC=CC=2)=O)=CC=1.[Pd].[Pd]. The product is [CH3:1][O:2][C:3]([C:5]1[S:9][C:8]2[CH:10]=[C:11]([C:25]3[CH:26]=[CH:27][CH:28]=[CH:29][C:24]=3[O:23][CH3:22])[CH:12]=[CH:13][C:7]=2[C:6]=1[O:15][CH2:16][C:17]([O:19][CH2:20][CH3:21])=[O:18])=[O:4]. The yield is 0.840. (10) The reactants are [CH3:1][O:2][C:3]1[CH:4]=[C:5]2[C:10](=[CH:11][C:12]=1[O:13][CH3:14])[N:9]=[CH:8][CH:7]=[C:6]2[O:15][C:16]1[CH:22]=[CH:21][C:19]([NH2:20])=[CH:18][CH:17]=1.Cl[C:24](Cl)([O:26][C:27](=[O:33])OC(Cl)(Cl)Cl)Cl.[CH3:35][C:36]1[CH:37]=[C:38](CO)[CH:39]=[CH:40][CH:41]=1.C(=O)(O)[O-].[Na+]. The catalyst is C(Cl)Cl.C(N(CC)CC)C.C1(C)C=CC=CC=1. The product is [CH3:1][O:2][C:3]1[CH:4]=[C:5]2[C:10](=[CH:11][C:12]=1[O:13][CH3:14])[N:9]=[CH:8][CH:7]=[C:6]2[O:15][C:16]1[CH:22]=[CH:21][C:19]([NH:20][C:27](=[O:33])[O:26][CH2:24][C:40]2[CH:39]=[CH:38][CH:37]=[C:36]([CH3:35])[CH:41]=2)=[CH:18][CH:17]=1. The yield is 0.890.